Task: Regression. Given a peptide amino acid sequence and an MHC pseudo amino acid sequence, predict their binding affinity value. This is MHC class II binding data.. Dataset: Peptide-MHC class II binding affinity with 134,281 pairs from IEDB (1) The peptide sequence is NARILKNCVDAKMTE. The MHC is DRB1_1201 with pseudo-sequence DRB1_1201. The binding affinity (normalized) is 0.399. (2) The peptide sequence is GFIGLCKTLGSRCVR. The MHC is DRB4_0101 with pseudo-sequence DRB4_0103. The binding affinity (normalized) is 0.303.